Task: Predict which catalyst facilitates the given reaction.. Dataset: Catalyst prediction with 721,799 reactions and 888 catalyst types from USPTO (1) Reactant: [Cl:1][C:2]1[CH:8]=[C:7]([O:9][C:10]2[C:19]3[C:14](=[CH:15][C:16]([O:22][CH3:23])=[C:17]([O:20][CH3:21])[CH:18]=3)[N:13]=[CH:12][N:11]=2)[CH:6]=[CH:5][C:3]=1[NH2:4].Cl[C:25](Cl)([O:27][C:28](=[O:34])OC(Cl)(Cl)Cl)Cl.[CH:36]1(CO)[CH2:38][CH2:37]1.C(=O)(O)[O-].[Na+]. Product: [Cl:1][C:2]1[CH:8]=[C:7]([O:9][C:10]2[C:19]3[C:14](=[CH:15][C:16]([O:22][CH3:23])=[C:17]([O:20][CH3:21])[CH:18]=3)[N:13]=[CH:12][N:11]=2)[CH:6]=[CH:5][C:3]=1[NH:4][C:28](=[O:34])[O:27][CH2:25][CH:36]1[CH2:38][CH2:37]1. The catalyst class is: 208. (2) Reactant: [C:1]1([PH:7][C:8]2[CH:13]=[CH:12][CH:11]=[CH:10][CH:9]=2)[CH:6]=[CH:5][CH:4]=[CH:3][CH:2]=1.[CH3:14][O:15][C:16]1[CH:25]=[C:24]2[C:19]([CH:20]=[CH:21][C:22](OS(C(F)(F)F)(=O)=O)=[C:23]2[C:26]2[C:35]3[C:30](=[CH:31][CH:32]=[CH:33][CH:34]=3)[C:29]([NH:36][C@@H:37]([C:39]3[CH:44]=[CH:43][CH:42]=[CH:41][CH:40]=3)[CH3:38])=[N:28][N:27]=2)=[CH:18][CH:17]=1.N12CCN(CC1)CC2. Product: [C:8]1([P:7]([C:1]2[CH:2]=[CH:3][CH:4]=[CH:5][CH:6]=2)[C:22]2[CH:21]=[CH:20][C:19]3[C:24](=[CH:25][C:16]([O:15][CH3:14])=[CH:17][CH:18]=3)[C:23]=2[C:26]2[C:35]3[C:30](=[CH:31][CH:32]=[CH:33][CH:34]=3)[C:29]([NH:36][C@@H:37]([C:39]3[CH:40]=[CH:41][CH:42]=[CH:43][CH:44]=3)[CH3:38])=[N:28][N:27]=2)[CH:9]=[CH:10][CH:11]=[CH:12][CH:13]=1. The catalyst class is: 9. (3) Reactant: [C:1]([O:5][C:6]([NH:8][C:9]([CH3:14])([CH3:13])[C:10]([OH:12])=O)=[O:7])([CH3:4])([CH3:3])[CH3:2].O.ON1C2C=CC=CC=2N=N1.Cl.CN(C)CCCN=C=NCC.C(N(CC)CC)C.Cl.[NH2:46][CH:47]1[CH:54]2[CH2:55][CH:50]3[CH2:51][CH:52]([CH2:56][CH:48]1[CH2:49]3)[CH2:53]2. Product: [C:1]([O:5][C:6](=[O:7])[NH:8][C:9]([C:10](=[O:12])[NH:46][CH:47]1[CH:48]2[CH2:56][CH:52]3[CH2:51][CH:50]([CH2:55][CH:54]1[CH2:53]3)[CH2:49]2)([CH3:14])[CH3:13])([CH3:2])([CH3:3])[CH3:4]. The catalyst class is: 2. (4) Reactant: Cl[C:2]1[N:7]=[CH:6][C:5]([O:8][C:9]2[CH:10]=[C:11]([N:15]([CH3:17])[CH3:16])[CH:12]=[CH:13][CH:14]=2)=[CH:4][CH:3]=1.[CH3:18][O:19][C:20]1[CH:25]=[CH:24][CH:23]=[C:22]([NH2:26])[CH:21]=1.C1(P(C2C=CC=CC=2)C2C3OC4C(=CC=CC=4P(C4C=CC=CC=4)C4C=CC=CC=4)C(C)(C)C=3C=CC=2)C=CC=CC=1.C(=O)([O-])[O-].[Cs+].[Cs+]. Product: [CH3:16][N:15]([CH3:17])[C:11]1[CH:10]=[C:9]([CH:14]=[CH:13][CH:12]=1)[O:8][C:5]1[CH:4]=[CH:3][C:2]([NH:26][C:22]2[CH:23]=[CH:24][CH:25]=[C:20]([O:19][CH3:18])[CH:21]=2)=[N:7][CH:6]=1. The catalyst class is: 155. (5) Reactant: NC1(C2C=CC(C3C(=O)C4C(=CC=C(F)C=4)OC=3C3C=CC=CC=3)=CC=2)CCC1.C(OC(=O)[NH:36][C:37]1([C:41]2[CH:46]=[CH:45][C:44]([C:47]3[C:48](=[O:68])[C:49]4[CH:50]=[CH:51][N:52]5[C:65](=[O:66])[N:64]([CH3:67])[N:63]=[C:53]5[C:54]=4[O:55][C:56]=3[C:57]3[CH:62]=[CH:61][CH:60]=[CH:59][CH:58]=3)=[CH:43][CH:42]=2)[CH2:40][CH2:39][CH2:38]1)(C)(C)C.C(O)(C(F)(F)F)=O.[ClH:77]. Product: [ClH:77].[NH2:36][C:37]1([C:41]2[CH:46]=[CH:45][C:44]([C:47]3[C:48](=[O:68])[C:49]4[CH:50]=[CH:51][N:52]5[C:65](=[O:66])[N:64]([CH3:67])[N:63]=[C:53]5[C:54]=4[O:55][C:56]=3[C:57]3[CH:62]=[CH:61][CH:60]=[CH:59][CH:58]=3)=[CH:43][CH:42]=2)[CH2:40][CH2:39][CH2:38]1. The catalyst class is: 24.